From a dataset of Reaction yield outcomes from USPTO patents with 853,638 reactions. Predict the reaction yield, written as a fraction of the theoretical maximum amount of product (1.0 means a 100% yield; for example, 0.34 means a 34% yield). (1) The reactants are [Br:1][C:2]1[CH:7]=[CH:6][C:5]([C@@H:8]([N:10]2[CH2:15][CH2:14][C:13]([CH2:19][CH2:20][C:21]([OH:23])=[O:22])([CH:16]([CH3:18])[CH3:17])[O:12][C:11]2=[O:24])[CH3:9])=[CH:4][CH:3]=1.O=S(Cl)Cl.[CH3:29]O. No catalyst specified. The product is [Br:1][C:2]1[CH:7]=[CH:6][C:5]([C@@H:8]([N:10]2[CH2:15][CH2:14][C:13]([CH2:19][CH2:20][C:21]([O:23][CH3:29])=[O:22])([CH:16]([CH3:17])[CH3:18])[O:12][C:11]2=[O:24])[CH3:9])=[CH:4][CH:3]=1. The yield is 0.960. (2) The reactants are [CH:1]([O:4][C:5]([N:7]1[C:16]2[C:11](=[CH:12][CH:13]=[C:14]([CH3:17])[N:15]=2)[C:10](=[O:18])[C:9]([C:19]([O:21][CH2:22][CH3:23])=[O:20])=[CH:8]1)=[O:6])([CH3:3])[CH3:2].[CH2:24]([Mg]Br)[CH3:25].[Cl-].[NH4+]. The catalyst is C1COCC1.[Cu]I. The product is [CH:1]([O:4][C:5]([N:7]1[C:16]2[C:11](=[CH:12][CH:13]=[C:14]([CH3:17])[N:15]=2)[C:10](=[O:18])[CH:9]([C:19]([O:21][CH2:22][CH3:23])=[O:20])[CH:8]1[CH2:24][CH3:25])=[O:6])([CH3:2])[CH3:3]. The yield is 0.540. (3) The reactants are [C:1](Cl)(=[O:3])[CH3:2].[OH:5][C:6]1[CH:21]=[CH:20][C:9]([O:10][C:11]2[CH:19]=[CH:18][C:14]([C:15]([OH:17])=[O:16])=[CH:13][CH:12]=2)=[CH:8][CH:7]=1. The catalyst is C(Cl)Cl. The product is [C:1]([O:5][C:6]1[CH:21]=[CH:20][C:9]([O:10][C:11]2[CH:19]=[CH:18][C:14]([C:15]([OH:17])=[O:16])=[CH:13][CH:12]=2)=[CH:8][CH:7]=1)(=[O:3])[CH3:2]. The yield is 0.870. (4) The reactants are [CH2:1]([C@@:4]1([C:17]2[CH:22]=[CH:21][C:20]([F:23])=[CH:19][CH:18]=2)[O:9][C:8](=[O:10])[N:7]([C@H:11]([C:13]([CH3:16])([CH3:15])[CH3:14])[CH3:12])[CH2:6][CH2:5]1)[CH:2]=[CH2:3].B.C1C[O:28]CC1.[OH-].[Na+].OO.Cl. The catalyst is C1COCC1.O. The product is [CH3:14][C:13]([CH3:15])([CH3:16])[CH:11]([N:7]1[CH2:6][CH2:5][C@:4]([C:17]2[CH:18]=[CH:19][C:20]([F:23])=[CH:21][CH:22]=2)([CH2:1][CH2:2][CH2:3][OH:28])[O:9][C:8]1=[O:10])[CH3:12]. The yield is 0.0200.